From a dataset of Forward reaction prediction with 1.9M reactions from USPTO patents (1976-2016). Predict the product of the given reaction. The product is: [Br:1][C:2]1[N:7]=[CH:6][C:5]2[C:8]([CH:11]3[CH2:15][NH:14][C:13](=[O:16])[CH2:12]3)=[CH:9][N:10]([CH:29]([CH3:31])[CH3:30])[C:4]=2[CH:3]=1. Given the reactants [Br:1][C:2]1[N:7]=[CH:6][C:5]2[C:8]([CH:11]3[CH2:15][NH:14][C:13](=[O:16])[CH2:12]3)=[CH:9][NH:10][C:4]=2[CH:3]=1.C(=O)([O-])[O-].[Cs+].[Cs+].CN(C)C=O.I[CH:29]([CH3:31])[CH3:30], predict the reaction product.